From a dataset of Full USPTO retrosynthesis dataset with 1.9M reactions from patents (1976-2016). Predict the reactants needed to synthesize the given product. (1) Given the product [CH2:1]([C:8]1[C:16]2[C:11](=[CH:12][CH:13]=[C:14]([Br:17])[CH:15]=2)[N:10]([CH3:24])[C:9]=1[C:18]1[CH:23]=[CH:22][CH:21]=[CH:20][CH:19]=1)[C:2]1[CH:3]=[CH:4][CH:5]=[CH:6][CH:7]=1, predict the reactants needed to synthesize it. The reactants are: [CH2:1]([C:8]1[C:16]2[C:11](=[CH:12][CH:13]=[C:14]([Br:17])[CH:15]=2)[NH:10][C:9]=1[C:18]1[CH:23]=[CH:22][CH:21]=[CH:20][CH:19]=1)[C:2]1[CH:7]=[CH:6][CH:5]=[CH:4][CH:3]=1.[CH3:24]I. (2) Given the product [C:1]([O:5][C:6]([N:8]1[C:12]2=[N:13][CH:14]=[C:15]([Br:17])[CH:16]=[C:11]2[C:10]([CH:46]([C:43]2[C:42]([F:48])=[N:41][C:40]([N:30]([C:29]([O:28][C:24]([CH3:26])([CH3:25])[CH3:27])=[O:49])[CH2:31][C:32]3[CH:37]=[CH:36][C:35]([O:38][CH3:39])=[CH:34][CH:33]=3)=[CH:45][CH:44]=2)[OH:47])=[CH:9]1)=[O:7])([CH3:4])([CH3:3])[CH3:2], predict the reactants needed to synthesize it. The reactants are: [C:1]([O:5][C:6]([N:8]1[C:12]2=[N:13][CH:14]=[C:15]([Br:17])[CH:16]=[C:11]2[C:10](I)=[CH:9]1)=[O:7])([CH3:4])([CH3:3])[CH3:2].C([Mg]Cl)(C)C.[C:24]([O:28][C:29](=[O:49])[N:30]([C:40]1[CH:45]=[CH:44][C:43]([CH:46]=[O:47])=[C:42]([F:48])[N:41]=1)[CH2:31][C:32]1[CH:37]=[CH:36][C:35]([O:38][CH3:39])=[CH:34][CH:33]=1)([CH3:27])([CH3:26])[CH3:25]. (3) Given the product [CH2:1]([C@:8]([OH:19])([C:9]([O:11][CH2:12][CH3:13])=[O:10])[C:14]([OH:16])=[O:15])[C:2]1[CH:3]=[CH:4][CH:5]=[CH:6][CH:7]=1, predict the reactants needed to synthesize it. The reactants are: [CH2:1]([C:8]([OH:19])([C:14]([O:16]CC)=[O:15])[C:9]([O:11][CH2:12][CH3:13])=[O:10])[C:2]1[CH:7]=[CH:6][CH:5]=[CH:4][CH:3]=1.[OH-].[K+]. (4) Given the product [C:11]([C:9]1[CH:8]=[C:4]([CH:3]=[C:2]([C:18]2[CH:17]=[CH:16][CH:15]=[C:14]([F:13])[CH:19]=2)[CH:10]=1)[C:5]([OH:7])=[O:6])#[N:12], predict the reactants needed to synthesize it. The reactants are: Br[C:2]1[CH:3]=[C:4]([CH:8]=[C:9]([C:11]#[N:12])[CH:10]=1)[C:5]([OH:7])=[O:6].[F:13][C:14]1[CH:15]=[C:16](B(O)O)[CH:17]=[CH:18][CH:19]=1.C([O-])([O-])=O.[K+].[K+].Cl. (5) Given the product [NH2:27][CH2:14][C@@H:12]([OH:13])[CH2:11][N:6]1[C:7]2[C:3](=[C:2]([Cl:1])[CH:10]=[CH:9][CH:8]=2)[C:4]([C:15]([NH:17][CH2:18][CH:19]2[CH2:20][CH2:21][C:22]([F:26])([F:25])[CH2:23][CH2:24]2)=[O:16])=[CH:5]1, predict the reactants needed to synthesize it. The reactants are: [Cl:1][C:2]1[CH:10]=[CH:9][CH:8]=[C:7]2[C:3]=1[C:4]([C:15]([NH:17][CH2:18][CH:19]1[CH2:24][CH2:23][C:22]([F:26])([F:25])[CH2:21][CH2:20]1)=[O:16])=[CH:5][N:6]2[CH2:11][C@H:12]1[CH2:14][O:13]1.[NH4+:27].[OH-]. (6) Given the product [O:1]1[CH2:2][CH2:3][CH:4]([C:7]2[C:8]([O:13][C:14]3[CH:20]=[CH:19][C:17]([NH2:18])=[CH:16][CH:15]=3)=[N:9][CH:10]=[CH:11][N:12]=2)[CH2:5][CH2:6]1, predict the reactants needed to synthesize it. The reactants are: [O:1]1[CH2:6][CH:5]=[C:4]([C:7]2[C:8]([O:13][C:14]3[CH:20]=[CH:19][C:17]([NH2:18])=[CH:16][CH:15]=3)=[N:9][CH:10]=[CH:11][N:12]=2)[CH2:3][CH2:2]1.CC1C=C2N=C3C(=NC(NC3=O)=O)N(C[C@H](O)[C@H](O)[C@H](O)CO)C2=CC=1C. (7) Given the product [Br:30][C:31]1[CH:39]=[CH:38][CH:37]=[C:36]2[C:32]=1[CH2:33][N:34]([C:18]([O:1][C@H:2]1[CH2:6][N:5]([C:7]([O:9][C:10]([CH3:11])([CH3:12])[CH3:13])=[O:8])[C@H:4]([C:14]([O:16][CH3:17])=[O:15])[CH2:3]1)=[O:19])[CH2:35]2, predict the reactants needed to synthesize it. The reactants are: [OH:1][C@H:2]1[CH2:6][N:5]([C:7]([O:9][C:10]([CH3:13])([CH3:12])[CH3:11])=[O:8])[C@H:4]([C:14]([O:16][CH3:17])=[O:15])[CH2:3]1.[C:18](C1NC=CN=1)(C1NC=CN=1)=[O:19].[Br:30][C:31]1[C:32]2[C:36]([CH:37]=[CH:38][CH:39]=1)=[CH:35][NH:34][CH:33]=2. (8) The reactants are: [C:1]([C:5]1[CH:10]=[CH:9][C:8]([C:11]2[NH:12][C@@:13]([C:25]3[CH:30]=[CH:29][C:28]([Cl:31])=[CH:27][CH:26]=3)([CH3:24])[C@@:14]([C:17]3[CH:22]=[CH:21][C:20]([Cl:23])=[CH:19][CH:18]=3)([CH3:16])[N:15]=2)=[C:7]([O:32][CH2:33][CH3:34])[CH:6]=1)([CH3:4])([CH3:3])[CH3:2].Cl.Cl.[CH2:37]([S:39]([CH2:42][CH2:43][CH2:44][N:45]1[CH2:50][CH2:49][NH:48][CH2:47][CH2:46]1)(=[O:41])=[O:40])[CH3:38].C(SCC[CH2:56][OH:57])C.Cl.Cl.CS(CCCN1CCNCC1)(=O)=O. Given the product [C:1]([C:5]1[CH:10]=[CH:9][C:8]([C:11]2[N:15]([C:56]([N:48]3[CH2:49][CH2:50][N:45]([CH2:44][CH2:43][CH2:42][S:39]([CH2:37][CH3:38])(=[O:41])=[O:40])[CH2:46][CH2:47]3)=[O:57])[C@@:14]([C:17]3[CH:22]=[CH:21][C:20]([Cl:23])=[CH:19][CH:18]=3)([CH3:16])[C@@:13]([C:25]3[CH:26]=[CH:27][C:28]([Cl:31])=[CH:29][CH:30]=3)([CH3:24])[N:12]=2)=[C:7]([O:32][CH2:33][CH3:34])[CH:6]=1)([CH3:2])([CH3:3])[CH3:4], predict the reactants needed to synthesize it.